This data is from Full USPTO retrosynthesis dataset with 1.9M reactions from patents (1976-2016). The task is: Predict the reactants needed to synthesize the given product. (1) Given the product [Cl:14][CH2:15][C:16]([C:8]1[CH:9]=[C:10]2[C:5](=[CH:6][CH:7]=1)[NH:4][C:3](=[O:13])[C:2]([CH3:1])=[C:11]2[CH3:12])=[O:17], predict the reactants needed to synthesize it. The reactants are: [CH3:1][C:2]1[C:3](=[O:13])[NH:4][C:5]2[C:10]([C:11]=1[CH3:12])=[CH:9][CH:8]=[CH:7][CH:6]=2.[Cl:14][CH2:15][C:16](Cl)=[O:17]. (2) Given the product [C:1]([C:26]1[CH:25]=[C:23]([OH:24])[C:21]([OH:22])=[CH:28][CH:27]=1)([C:14]1[CH:19]=[CH:18][CH:17]=[CH:16][CH:15]=1)([C:8]1[CH:13]=[CH:12][CH:11]=[CH:10][CH:9]=1)[C:2]1[CH:7]=[CH:6][CH:5]=[CH:4][CH:3]=1, predict the reactants needed to synthesize it. The reactants are: [C:1](O)([C:14]1[CH:19]=[CH:18][CH:17]=[CH:16][CH:15]=1)([C:8]1[CH:13]=[CH:12][CH:11]=[CH:10][CH:9]=1)[C:2]1[CH:7]=[CH:6][CH:5]=[CH:4][CH:3]=1.[C:21]1([C:23](=[CH:25][CH:26]=[CH:27][CH:28]=1)[OH:24])[OH:22].C(Cl)(C1C=CC=CC=1)(C1C=CC=CC=1)C1C=CC=CC=1.[Cl-]. (3) The reactants are: [F:1][C:2]([F:17])([F:16])[C:3]1[CH:15]=[CH:14][C:6]([C:7]([C:9]2[N:13]=[CH:12][NH:11][N:10]=2)=[O:8])=[CH:5][CH:4]=1.C(=O)([O-])[O-].[K+].[K+].[CH3:24][N:25]([CH3:30])[S:26](Cl)(=[O:28])=[O:27].O. Given the product [CH3:24][N:25]([CH3:30])[S:26]([N:11]1[CH:12]=[N:13][C:9]([C:7](=[O:8])[C:6]2[CH:14]=[CH:15][C:3]([C:2]([F:1])([F:16])[F:17])=[CH:4][CH:5]=2)=[N:10]1)(=[O:28])=[O:27], predict the reactants needed to synthesize it. (4) Given the product [CH3:14][C:4]1[CH:3]=[C:2]([NH2:1])[CH:7]=[C:6]([C:8]2[N:12]([CH3:13])[N:11]=[N:10][N:9]=2)[CH:5]=1, predict the reactants needed to synthesize it. The reactants are: [NH2:1][C:2]1[CH:3]=[C:4]([CH2:14]O)[CH:5]=[C:6]([C:8]2[N:12]([CH3:13])[N:11]=[N:10][N:9]=2)[CH:7]=1. (5) Given the product [C:1]1([C:23]2[CH:24]=[CH:25][CH:26]=[CH:27][CH:28]=2)[CH:2]=[CH:3][C:4]([CH2:7][N:8]2[CH:13]=[C:12]3[C:14](=[O:15])[N:37]([C:32]4[CH:33]=[CH:34][CH:35]=[CH:36][C:31]=4[F:30])[N:38]=[C:11]3[C:10]3[CH2:20][CH2:21][CH2:22][C:9]2=3)=[CH:5][CH:6]=1, predict the reactants needed to synthesize it. The reactants are: [C:1]1([C:23]2[CH:28]=[CH:27][CH:26]=[CH:25][CH:24]=2)[CH:6]=[CH:5][C:4]([CH2:7][N:8]2[CH:13]=[C:12]([C:14](OCC)=[O:15])[C:11](=S)[C:10]3[CH2:20][CH2:21][CH2:22][C:9]2=3)=[CH:3][CH:2]=1.Cl.[F:30][C:31]1[CH:36]=[CH:35][CH:34]=[CH:33][C:32]=1[NH:37][NH2:38].C(=O)([O-])[O-].[K+].[K+]. (6) The reactants are: C(=O)([O-])[O-].[K+].[K+].[C:7](Cl)(=[O:16])[O:8][CH2:9][C:10]1[CH:15]=[CH:14][CH:13]=[CH:12][CH:11]=1.[Cl:18][C:19]1[CH:33]=[CH:32][C:22]([C:23]([N:25]2[CH2:30][CH2:29][CH2:28][C@@H:27]([NH2:31])[CH2:26]2)=[O:24])=[CH:21][CH:20]=1.[Cl-].[Na+]. Given the product [Cl:18][C:19]1[CH:33]=[CH:32][C:22]([C:23]([N:25]2[CH2:30][CH2:29][CH2:28][C@@H:27]([NH:31][C:7]([O:8][CH2:9][C:10]3[CH:15]=[CH:14][CH:13]=[CH:12][CH:11]=3)=[O:16])[CH2:26]2)=[O:24])=[CH:21][CH:20]=1, predict the reactants needed to synthesize it. (7) Given the product [CH3:12][C:13]1[CH:18]=[C:17]([N+:19]([O-:21])=[O:20])[CH:16]=[CH:15][C:14]=1[N:22]=[C:23]1[NH:7][C@H:4]([CH:1]([CH3:3])[CH3:2])[CH2:5][S:24]1, predict the reactants needed to synthesize it. The reactants are: [CH:1]([C@@H:4]([NH2:7])[CH2:5]O)([CH3:3])[CH3:2].O=S(Cl)Cl.[CH3:12][C:13]1[CH:18]=[C:17]([N+:19]([O-:21])=[O:20])[CH:16]=[CH:15][C:14]=1[N:22]=[C:23]=[S:24].